Dataset: Full USPTO retrosynthesis dataset with 1.9M reactions from patents (1976-2016). Task: Predict the reactants needed to synthesize the given product. Given the product [CH3:34][C:4]1[CH:3]=[CH:2][C:10]2[S:9][C:8]([C:11]3[C:12]([NH2:28])=[N:13][CH:14]=[C:15]([C:17]4[CH:18]=[N:19][N:20]([CH:22]5[CH2:27][CH2:26][NH:25][CH2:24][CH2:23]5)[CH:21]=4)[CH:16]=3)=[N:7][C:6]=2[CH:5]=1, predict the reactants needed to synthesize it. The reactants are: F[C:2]1[C:10]2[S:9][C:8]([C:11]3[C:12]([NH2:28])=[N:13][CH:14]=[C:15]([C:17]4[CH:18]=[N:19][N:20]([CH:22]5[CH2:27][CH2:26][NH:25][CH2:24][CH2:23]5)[CH:21]=4)[CH:16]=3)=[N:7][C:6]=2[C:5](C(F)(F)F)=[CH:4][CH:3]=1.I[C:34]1SC2C=CC(C)=CC=2N=1.